Dataset: Forward reaction prediction with 1.9M reactions from USPTO patents (1976-2016). Task: Predict the product of the given reaction. Given the reactants [F:1][C:2]([F:26])([F:25])[C:3]1[N:8]2[N:9]=[CH:10][C:11]([C:12](O)=[O:13])=[C:7]2[N:6]=[C:5]([C:15]2[CH:20]=[CH:19][C:18]([C:21]([F:24])([F:23])[F:22])=[CH:17][CH:16]=2)[CH:4]=1.[OH:27][CH2:28][CH2:29][N:30]([CH3:41])[S:31]([C:34]1[S:38][C:37]([NH2:39])=[N:36][C:35]=1[CH3:40])(=[O:33])=[O:32], predict the reaction product. The product is: [OH:27][CH2:28][CH2:29][N:30]([CH3:41])[S:31]([C:34]1[S:38][C:37]([NH:39][C:12]([C:11]2[CH:10]=[N:9][N:8]3[C:3]([C:2]([F:26])([F:25])[F:1])=[CH:4][C:5]([C:15]4[CH:20]=[CH:19][C:18]([C:21]([F:24])([F:22])[F:23])=[CH:17][CH:16]=4)=[N:6][C:7]=23)=[O:13])=[N:36][C:35]=1[CH3:40])(=[O:32])=[O:33].